Dataset: Reaction yield outcomes from USPTO patents with 853,638 reactions. Task: Predict the reaction yield, written as a fraction of the theoretical maximum amount of product (1.0 means a 100% yield; for example, 0.34 means a 34% yield). (1) The reactants are [N:1]([CH2:4][CH2:5][CH2:6][C:7](=[N:14][NH:15][C:16](=[O:25])[C:17]1[CH:22]=[C:21]([Cl:23])[CH:20]=[CH:19][C:18]=1[CH3:24])[C:8]1[CH:13]=[CH:12][CH:11]=[CH:10][CH:9]=1)=[N+:2]=[N-:3].[C:26](Cl)(=[O:31])[C:27]([CH3:30])([CH3:29])[CH3:28].O. The catalyst is N1C=CC=CC=1. The product is [N:1]([CH2:4][CH2:5][CH2:6][C:7]1([C:8]2[CH:9]=[CH:10][CH:11]=[CH:12][CH:13]=2)[N:14]([C:26](=[O:31])[C:27]([CH3:30])([CH3:29])[CH3:28])[N:15]=[C:16]([C:17]2[CH:22]=[C:21]([Cl:23])[CH:20]=[CH:19][C:18]=2[CH3:24])[O:25]1)=[N+:2]=[N-:3]. The yield is 0.500. (2) The reactants are [CH3:1][C:2]([C@H:4]1[C@@H:8]2[C@@H:9]3[C@@:22]([CH3:25])([CH2:23][CH2:24][C@@:7]2([C:31]([OH:33])=[O:32])[CH2:6][CH2:5]1)[C@@:21]1([CH3:26])[C@@H:12]([C@:13]2([CH3:30])[C@@H:18]([CH2:19][CH2:20]1)[C:17]([CH3:28])([CH3:27])[C@@H:16]([OH:29])[CH2:15][CH2:14]2)[CH2:11][CH2:10]3)=[CH2:3].C(Cl)(Cl)Cl.[CH3:38][OH:39]. No catalyst specified. The product is [CH3:3][C:2]([C@H:4]1[C@@H:8]2[C@@H:9]3[C@@:22]([CH3:25])([CH2:23][CH2:24][C@@:7]2([C:31]([OH:33])=[O:32])[CH2:6][CH2:5]1)[C@@:21]1([CH3:26])[C@@H:12]([C@:13]2([CH3:30])[C@@H:18]([CH2:19][CH2:20]1)[C:17]([CH3:27])([CH3:28])[C@@H:16]([O:29][C:38]([CH2:6][C:7]([C:31]([OH:33])=[O:32])([CH3:24])[CH3:8])=[O:39])[CH2:15][CH2:14]2)[CH2:11][CH2:10]3)=[CH2:1]. The yield is 0.700. (3) The reactants are [C:1]([O:5][C:6](=[O:29])[CH2:7][O:8][CH2:9][C:10]1[CH:15]=[C:14]([Br:16])[C:13](/[CH:17]=[CH:18]/[C:19]2[CH:24]=[CH:23][CH:22]=[C:21]([N+:25]([O-])=O)[CH:20]=2)=[C:12]([Br:28])[CH:11]=1)([CH3:4])([CH3:3])[CH3:2].Cl[Sn]Cl.C(OCC)(=O)C.C(=O)([O-])[O-].[Na+].[Na+]. The catalyst is C(O)C. The product is [C:1]([O:5][C:6](=[O:29])[CH2:7][O:8][CH2:9][C:10]1[CH:15]=[C:14]([Br:16])[C:13](/[CH:17]=[CH:18]/[C:19]2[CH:24]=[CH:23][CH:22]=[C:21]([NH2:25])[CH:20]=2)=[C:12]([Br:28])[CH:11]=1)([CH3:4])([CH3:2])[CH3:3]. The yield is 1.00. (4) The reactants are [Cl:1][C:2]1[CH:7]=[CH:6][C:5]([C:8]([NH2:11])([CH3:10])[CH3:9])=[CH:4][CH:3]=1.CN(C(ON1N=NC2C=CC=NC1=2)=[N+](C)C)C.F[P-](F)(F)(F)(F)F.CCN(C(C)C)C(C)C.[F:45][C:46]1[CH:51]=[CH:50][C:49]([C:52]2[O:53][C:54]3[CH:64]=[CH:63][C:62]([C:65]4[CH:66]=[C:67]([CH:71]=[CH:72][CH:73]=4)[C:68](O)=[O:69])=[CH:61][C:55]=3[C:56]=2[C:57](=[O:60])[NH:58][CH3:59])=[CH:48][CH:47]=1. The catalyst is CN(C=O)C.CCOC(C)=O. The product is [Cl:1][C:2]1[CH:3]=[CH:4][C:5]([C:8]([NH:11][C:68]([C:67]2[CH:66]=[C:65]([C:62]3[CH:63]=[CH:64][C:54]4[O:53][C:52]([C:49]5[CH:50]=[CH:51][C:46]([F:45])=[CH:47][CH:48]=5)=[C:56]([C:57]([NH:58][CH3:59])=[O:60])[C:55]=4[CH:61]=3)[CH:73]=[CH:72][CH:71]=2)=[O:69])([CH3:9])[CH3:10])=[CH:6][CH:7]=1. The yield is 0.570.